From a dataset of Experimentally validated miRNA-target interactions with 360,000+ pairs, plus equal number of negative samples. Binary Classification. Given a miRNA mature sequence and a target amino acid sequence, predict their likelihood of interaction. (1) The miRNA is hsa-miR-4262 with sequence GACAUUCAGACUACCUG. The protein sequence of the target gene is MQRVSGLLSWTLSRVLWLSGLSEPGAARQPRIMEEKALEVYDLIRTIRDPEKPNTLEELEVVSESCVEVQEINEEEYLVIIRFTPTVPHCSLATLIGLCLRVKLQRCLPFKHKLEIYISEGTHSTEEDINKQINDKERVAAAMENPNLREIVEQCVLEPD. Result: 1 (interaction). (2) The miRNA is hsa-miR-216a-5p with sequence UAAUCUCAGCUGGCAACUGUGA. The protein sequence of the target gene is MASEAPSPPSPSPPPPASPEPELAQLRRKVEKLERELRSCRRQVREVEKLLQHTERLYRNAESDNQELRTQVEELSKILHCGKNEDNPKSDVEVQTESQAPWAISDYYYQTCYNDDSLPSKETELCVQQSQCAQASALDPQDESHIDSGSYAGADATEGVSHRQEDAVTSDSQESVSALAEGPALEGSSLAESLRAAAEAAVSQTGFTYDESTGLYFDHSTGFYYDSENQLYYDPSTGIYYYCDVESGRYQFHSRVDLQPYQTSSTKPNRERRLKKRRKEPGFYTANEEKDLSSEDQKVC.... Result: 0 (no interaction). (3) The miRNA is hsa-miR-5683 with sequence UACAGAUGCAGAUUCUCUGACUUC. The protein sequence of the target gene is MALLALLLVVALPRVWTDANLTARQRDPEDSQRTDEGDNRVWCHVCERENTFECQNPRRCKWTEPYCVIAAVKIFPRFFMVAKQCSAGCAAMERPKPEEKRFLLEEPMPFFYLKCCKIRYCNLEGPPINSSVFKEYAGSMGESCGGLWLAILLLLASIAAGLSLS. Result: 1 (interaction). (4) The miRNA is hsa-miR-124-3p with sequence UAAGGCACGCGGUGAAUGCCAA. The protein sequence of the target gene is MAMSNGNNDFVVLSNSSIATSAANPSPLTPCDGDHAAQQLTPKEATRTKVSPNGCLQLNGTVKSSFLPLDNQRMPQMLPQCCHPCPYHHPLTSHSSHQECHPEAGPAAPSALASCCMQPHSEYSASLCPNHSPVYQTTCCLQPSPSFCLHHPWPDHFQHQPVQQHIANIRPSRPFKLPKSYAALIADWPVVVLGMCTMFIVVCALVGVLVPELPDFSDPLLGFEPRGTAIGQRLVTWNNMVKNTGYKATLANYPFKYADEQAKSHRDDRWSDDHYEREKREVDWNFHKDSFFCDVPSDRY.... Result: 1 (interaction). (5) The miRNA is hsa-miR-7704 with sequence CGGGGUCGGCGGCGACGUG. The protein sequence of the target gene is MLKPKDLCPRAGTRTFLEAMQAGKVHLARFVLDALDRSIIDCRAEQGRTPLMVAVGLPDPAMRSRFVRLLLEQGAAVNLRDERGRTALSLACERGHLDAVQLLVQFSGDPEATDSAGNSPVMWAAACGHGAVLEFLVRSFRRLGLRLDRTNRAGLTALQLAASRGHGTCVQALTGPWGRAAAAAAARGSNSDSPPGHPAPAPSPERRRPSPRRLPRPLLARFARAAGGHGHGHGHGHGHGGELASAGKGSVRYRAQGNERPELGRSMSLALGTMTEEETARLRAGALMARPNSPQSSGSG.... Result: 0 (no interaction).